Dataset: TCR-epitope binding with 47,182 pairs between 192 epitopes and 23,139 TCRs. Task: Binary Classification. Given a T-cell receptor sequence (or CDR3 region) and an epitope sequence, predict whether binding occurs between them. (1) The epitope is AVFDRKSDAK. The TCR CDR3 sequence is CASSLRVFHNEQFF. Result: 1 (the TCR binds to the epitope). (2) The epitope is LLWNGPMAV. The TCR CDR3 sequence is CASSSQGLSTEAFF. Result: 1 (the TCR binds to the epitope).